From a dataset of Peptide-MHC class I binding affinity with 185,985 pairs from IEDB/IMGT. Regression. Given a peptide amino acid sequence and an MHC pseudo amino acid sequence, predict their binding affinity value. This is MHC class I binding data. (1) The peptide sequence is ITNNIIGLL. The MHC is H-2-Kb with pseudo-sequence H-2-Kb. The binding affinity (normalized) is 0.362. (2) The peptide sequence is AFTEAMTRYSA. The MHC is Patr-A0901 with pseudo-sequence Patr-A0901. The binding affinity (normalized) is 0.162. (3) The peptide sequence is HAETESATL. The MHC is HLA-A29:02 with pseudo-sequence HLA-A29:02. The binding affinity (normalized) is 0.0847.